From a dataset of Full USPTO retrosynthesis dataset with 1.9M reactions from patents (1976-2016). Predict the reactants needed to synthesize the given product. (1) Given the product [N:10]1([C:7]2[CH:6]=[CH:5][C:4]([NH2:1])=[CH:9][CH:8]=2)[C:14]2=[N:15][C:16]3[C:17](=[N:18][CH:19]=[CH:20][CH:21]=3)[N:13]2[CH2:12][CH2:11]1, predict the reactants needed to synthesize it. The reactants are: [N+:1]([C:4]1[CH:9]=[CH:8][C:7]([N:10]2[C:14]3=[N:15][C:16]4[C:17](=[N:18][CH:19]=[CH:20][CH:21]=4)[N:13]3[CH2:12][CH2:11]2)=[CH:6][CH:5]=1)([O-])=O. (2) Given the product [F:40][CH:21]1[CH2:22][CH2:23][CH2:24][N:25]([S:28]([C:31]2[CH:36]=[CH:35][CH:34]=[CH:33][C:32]=2[N+:37]([O-:39])=[O:38])(=[O:29])=[O:30])[CH2:26][CH2:27][NH:14][CH2:15][CH2:16][N:17]([S:41]([C:44]2[CH:49]=[CH:48][CH:47]=[CH:46][C:45]=2[N+:50]([O-:52])=[O:51])(=[O:42])=[O:43])[CH2:18][CH2:19][CH2:20]1, predict the reactants needed to synthesize it. The reactants are: C(O)(=O)C.Br.C(OP([N:14]1[CH2:27][CH2:26][N:25]([S:28]([C:31]2[CH:36]=[CH:35][CH:34]=[CH:33][C:32]=2[N+:37]([O-:39])=[O:38])(=[O:30])=[O:29])[CH2:24][CH2:23][CH2:22][CH:21]([F:40])[CH2:20][CH2:19][CH2:18][N:17]([S:41]([C:44]2[CH:49]=[CH:48][CH:47]=[CH:46][C:45]=2[N+:50]([O-:52])=[O:51])(=[O:43])=[O:42])[CH2:16][CH2:15]1)(=O)OCC)C. (3) Given the product [Cl:16][C:17]1[CH:18]=[C:19]([CH:23]=[C:24]([Cl:26])[CH:25]=1)[C:20]([N:11]=[C:9]1[N:8]([CH:28]([CH2:33][CH3:34])[C:29]([OH:31])=[O:30])[C:7]2[CH:12]=[CH:13][C:4]([O:3][C:2]([F:1])([F:14])[F:15])=[CH:5][C:6]=2[S:10]1)=[O:21], predict the reactants needed to synthesize it. The reactants are: [F:1][C:2]([F:15])([F:14])[O:3][C:4]1[CH:13]=[CH:12][C:7]2[N:8]=[C:9]([NH2:11])[S:10][C:6]=2[CH:5]=1.[Cl:16][C:17]1[CH:18]=[C:19]([CH:23]=[C:24]([Cl:26])[CH:25]=1)[C:20](Cl)=[O:21].Br[CH:28]([CH2:33][CH3:34])[C:29]([O:31]C)=[O:30].COC1C=CC2N=C(N)SC=2C=1.ClC1C=C(C=CC=1)C(Cl)=O.BrCC(OCC)=O. (4) Given the product [F:28][CH2:27][CH:25]1[CH2:26][N:23]([CH2:22][CH2:21][O:20][C:17]2[CH:18]=[CH:19][C:14]([CH:3]3[C:2]([C:35]4[CH:36]=[CH:37][C:32]([C:30]([NH2:29])=[O:31])=[CH:33][CH:34]=4)=[C:11]([CH3:12])[C:10]4[C:5](=[CH:6][CH:7]=[C:8]([OH:13])[CH:9]=4)[O:4]3)=[CH:15][CH:16]=2)[CH2:24]1, predict the reactants needed to synthesize it. The reactants are: Br[C:2]1[CH:3]([C:14]2[CH:19]=[CH:18][C:17]([O:20][CH2:21][CH2:22][N:23]3[CH2:26][CH:25]([CH2:27][F:28])[CH2:24]3)=[CH:16][CH:15]=2)[O:4][C:5]2[C:10]([C:11]=1[CH3:12])=[CH:9][C:8]([OH:13])=[CH:7][CH:6]=2.[NH2:29][C:30]([C:32]1[CH:37]=[CH:36][C:35](B(O)O)=[CH:34][CH:33]=1)=[O:31].